Dataset: Reaction yield outcomes from USPTO patents with 853,638 reactions. Task: Predict the reaction yield, written as a fraction of the theoretical maximum amount of product (1.0 means a 100% yield; for example, 0.34 means a 34% yield). (1) The reactants are [NH:1]1[C:5]2[N:6]=[CH:7][CH:8]=[C:9]([CH:10]=[O:11])[C:4]=2[CH:3]=[CH:2]1.[I:12]I.[I-].[Na+].[OH-].[Na+].[H-].[Na+].[S:20](Cl)([C:23]1[CH:29]=[CH:28][C:26]([CH3:27])=[CH:25][CH:24]=1)(=[O:22])=[O:21]. The catalyst is CCO.O.CCOC(C)=O. The product is [I:12][C:3]1[C:4]2[C:9]([CH:10]=[O:11])=[CH:8][CH:7]=[N:6][C:5]=2[N:1]([S:20]([C:23]2[CH:29]=[CH:28][C:26]([CH3:27])=[CH:25][CH:24]=2)(=[O:22])=[O:21])[CH:2]=1. The yield is 0.600. (2) The reactants are [F:1][C:2]1[C:7]([F:8])=[C:6]([C:9]([OH:11])=O)[C:5]([F:12])=[C:4]([F:13])[C:3]=1[CH3:14].C1C=CC2N(O)N=NC=2C=1.CCN=C=NCCCN(C)C.[CH3:36][CH:37]1[CH2:42][CH2:41][CH2:40][CH2:39][CH:38]1[NH2:43]. The catalyst is C(Cl)Cl.CN(C=O)C. The product is [F:12][C:5]1[C:4]([F:13])=[C:3]([CH3:14])[C:2]([F:1])=[C:7]([F:8])[C:6]=1[C:9]([NH:43][CH:38]1[CH2:39][CH2:40][CH2:41][CH2:42][CH:37]1[CH3:36])=[O:11]. The yield is 0.900. (3) The reactants are [CH3:1][C:2]1[S:6][C:5]([C:7]([O:9][CH3:10])=[O:8])=[CH:4][CH:3]=1.[N+:11]([O-])([OH:13])=[O:12]. The catalyst is S(=O)(=O)(O)O. The product is [N+:11]([C:3]1[CH:4]=[C:5]([C:7]([O:9][CH3:10])=[O:8])[S:6][C:2]=1[CH3:1])([O-:13])=[O:12]. The yield is 0.670. (4) The reactants are [CH3:1][C:2]1([CH3:31])[CH2:10][C:9]2[N:8]([C:11]3[CH:18]=[CH:17][C:14]([C:15]#[N:16])=[C:13]([NH:19][CH:20]4[CH2:25][CH2:24][O:23][CH2:22][CH2:21]4)[CH:12]=3)[N:7]=[C:6]([C:26]([F:29])([F:28])[F:27])[C:5]=2[C:4](=[O:30])[CH2:3]1.[OH-:32].[Na+].OO. The catalyst is C(O)C.CS(C)=O.O. The product is [CH3:1][C:2]1([CH3:31])[CH2:10][C:9]2[N:8]([C:11]3[CH:18]=[CH:17][C:14]([C:15]([NH2:16])=[O:32])=[C:13]([NH:19][CH:20]4[CH2:25][CH2:24][O:23][CH2:22][CH2:21]4)[CH:12]=3)[N:7]=[C:6]([C:26]([F:28])([F:29])[F:27])[C:5]=2[C:4](=[O:30])[CH2:3]1. The yield is 0.980.